From a dataset of Catalyst prediction with 721,799 reactions and 888 catalyst types from USPTO. Predict which catalyst facilitates the given reaction. Reactant: [CH3:1][O:2][C:3]1[CH:4]=[C:5]([CH2:11][OH:12])[CH:6]=[CH:7][C:8]=1[O:9][CH3:10].[Cl:13][C:14]1[CH:15]=[C:16]([CH:21]=[CH:22][C:23]=1O)[C:17]([O:19][CH3:20])=[O:18].C1(P(C2C=CC=CC=2)C2C=CC=CC=2)C=CC=CC=1.CCOC(/N=N/C(OCC)=O)=O. The catalyst class is: 1. Product: [CH3:1][O:2][C:3]1[CH:4]=[C:5]([CH:6]=[CH:7][C:8]=1[O:9][CH3:10])[CH2:11][O:12][C:23]1[CH:22]=[CH:21][C:16]([C:17]([O:19][CH3:20])=[O:18])=[CH:15][C:14]=1[Cl:13].